Dataset: Reaction yield outcomes from USPTO patents with 853,638 reactions. Task: Predict the reaction yield, written as a fraction of the theoretical maximum amount of product (1.0 means a 100% yield; for example, 0.34 means a 34% yield). (1) The reactants are [CH3:1][C:2]([CH3:22])([CH3:21])[C:3]#[C:4][C:5]1[CH:10]=[C:9]([N+:11]([O-:13])=[O:12])[CH:8]=[C:7]([F:14])[C:6]=1[NH:15]C(=O)CCC.CC([O-])(C)C.[K+].O. The catalyst is CN(C=O)C. The product is [C:2]([C:3]1[NH:15][C:6]2[C:5]([CH:4]=1)=[CH:10][C:9]([N+:11]([O-:13])=[O:12])=[CH:8][C:7]=2[F:14])([CH3:22])([CH3:21])[CH3:1]. The yield is 0.810. (2) The reactants are [C:1]([O-])([O-])=O.[K+].[K+].[C:7]([O:11][C:12](=[O:46])[N:13]([CH2:30][CH2:31][O:32][C:33]1[CH:38]=[CH:37][CH:36]=[CH:35][C:34]=1[CH2:39][C:40]1[CH:45]=[CH:44][CH:43]=[CH:42][CH:41]=1)[CH2:14][CH2:15][NH:16][S:17]([C:20]1[C:21]2[CH:22]=[CH:23][N:24]=[CH:25][C:26]=2[CH:27]=[CH:28][CH:29]=1)(=[O:19])=[O:18])([CH3:10])([CH3:9])[CH3:8].CI. The catalyst is CN(C=O)C.CCOC(C)=O. The product is [C:7]([O:11][C:12](=[O:46])[N:13]([CH2:30][CH2:31][O:32][C:33]1[CH:38]=[CH:37][CH:36]=[CH:35][C:34]=1[CH2:39][C:40]1[CH:41]=[CH:42][CH:43]=[CH:44][CH:45]=1)[CH2:14][CH2:15][N:16]([S:17]([C:20]1[C:21]2[CH:22]=[CH:23][N:24]=[CH:25][C:26]=2[CH:27]=[CH:28][CH:29]=1)(=[O:19])=[O:18])[CH3:1])([CH3:10])([CH3:8])[CH3:9]. The yield is 0.770. (3) The reactants are [C:1]([C:3]1[CH:8]=[CH:7][C:6]([NH:9][CH:10]([C:16]2[CH:21]=[C:20]([C:22]3[N:23](O)[C:24]([CH3:27])=[N:25][CH:26]=3)[CH:19]=[C:18]([O:29][CH2:30][CH3:31])[CH:17]=2)[C:11]([O:13][CH2:14][CH3:15])=[O:12])=[CH:5][CH:4]=1)#[N:2].C([O-])(O)=O.[Na+]. The catalyst is O.CO. The product is [C:1]([C:3]1[CH:8]=[CH:7][C:6]([NH:9][CH:10]([C:16]2[CH:21]=[C:20]([C:22]3[NH:23][C:24]([CH3:27])=[N:25][CH:26]=3)[CH:19]=[C:18]([O:29][CH2:30][CH3:31])[CH:17]=2)[C:11]([O:13][CH2:14][CH3:15])=[O:12])=[CH:5][CH:4]=1)#[N:2]. The yield is 0.150. (4) The catalyst is [Pd]. The product is [CH3:27][O:29][C:5]1[CH:4]=[CH:3][C:16]2[C:15]3[NH:14][CH2:13][CH2:12][CH2:11][C:10]=3[C:9](=[O:17])[N:8]([CH2:18][C:19]3[CH:24]=[CH:23][C:22]([O:25][CH3:26])=[CH:21][CH:20]=3)[C:7]=2[CH:6]=1. The reactants are CO[C:3]1[C:16]2[C:15]3[N:14]=[CH:13][CH:12]=[CH:11][C:10]=3[C:9](=[O:17])[N:8]([CH2:18][C:19]3[CH:24]=[CH:23][C:22]([O:25][CH3:26])=[CH:21][CH:20]=3)[C:7]=2[CH:6]=[CH:5][CH:4]=1.[C:27](OCC)(=[O:29])C.ClCCl.CO. The yield is 0.990. (5) The reactants are Br[C:2]1[CH:3]=[CH:4][CH:5]=[C:6]2[C:11]=1[N:10]=[C:9]([Cl:12])[N:8]=[C:7]2[N:13]1[CH2:18][CH2:17][O:16][CH2:15][CH2:14]1.[F:19][C:20]1[CH:25]=[CH:24][C:23](B(O)O)=[CH:22][N:21]=1.C(=O)([O-])[O-].[Na+].[Na+].CN(C=O)C. The catalyst is Cl[Pd](Cl)([P](C1C=CC=CC=1)(C1C=CC=CC=1)C1C=CC=CC=1)[P](C1C=CC=CC=1)(C1C=CC=CC=1)C1C=CC=CC=1.O. The product is [Cl:12][C:9]1[N:8]=[C:7]([N:13]2[CH2:18][CH2:17][O:16][CH2:15][CH2:14]2)[C:6]2[C:11](=[C:2]([C:23]3[CH:22]=[N:21][C:20]([F:19])=[CH:25][CH:24]=3)[CH:3]=[CH:4][CH:5]=2)[N:10]=1. The yield is 0.600. (6) The yield is 0.590. The reactants are [Cl:1][C:2]1[CH:3]=[C:4]([C:12]2[N:16]=[C:15]([C:17]3[CH:22]=[CH:21][C:20]([C@H:23]4[CH2:25][C@@H:24]4[C:26]([O:28]C)=[O:27])=[CH:19][CH:18]=3)[O:14][N:13]=2)[CH:5]=[CH:6][C:7]=1[O:8][CH:9]([CH3:11])[CH3:10].[OH-].[Na+].C(O)(=O)C. The catalyst is C(O)C.Cl. The product is [Cl:1][C:2]1[CH:3]=[C:4]([C:12]2[N:16]=[C:15]([C:17]3[CH:22]=[CH:21][C:20]([C@@H:23]4[CH2:25][C@H:24]4[C:26]([OH:28])=[O:27])=[CH:19][CH:18]=3)[O:14][N:13]=2)[CH:5]=[CH:6][C:7]=1[O:8][CH:9]([CH3:11])[CH3:10]. (7) The reactants are I([O-])(=O)(=O)=O.[Na+].[C:12]([OH:14])(=[O:13])[CH:10]([CH:10]([C:12]([OH:14])=[O:13])[OH:11])[OH:11].[OH-].[Na+].[CH3:19][O:20][C:21]1[CH:26]=[CH:25][C:24]([CH2:27][C:28]([C:30]2[CH:35]=[CH:34][C:33]([O:36][CH3:37])=[CH:32][CH:31]=2)=[O:29])=[CH:23][CH:22]=1. The catalyst is O.S(=O)(=O)(O)O.C(O)C. The product is [CH3:19][O:20][C:21]1[CH:22]=[CH:23][C:24]([CH:27]([C:28]([C:30]2[CH:31]=[CH:32][C:33]([O:36][CH3:37])=[CH:34][CH:35]=2)=[O:29])[CH:10]([OH:11])[C:12]([OH:14])=[O:13])=[CH:25][CH:26]=1. The yield is 0.938.